The task is: Predict the reaction yield, written as a fraction of the theoretical maximum amount of product (1.0 means a 100% yield; for example, 0.34 means a 34% yield).. This data is from Reaction yield outcomes from USPTO patents with 853,638 reactions. The yield is 0.910. The reactants are [C:1]([O:5][C:6]([N:8]([C:33]([O:35][C:36]([CH3:39])([CH3:38])[CH3:37])=[O:34])[C:9]1[N:14]=[C:13]([CH2:15][C@@H:16]2[C@H:20]([O:21][CH2:22][CH:23]=O)[CH2:19][N:18]([C:25]([O:27][C:28]([CH3:31])([CH3:30])[CH3:29])=[O:26])[CH2:17]2)[CH:12]=[C:11]([CH3:32])[CH:10]=1)=[O:7])([CH3:4])([CH3:3])[CH3:2].[F:40][C:41]1[CH:46]=[CH:45][CH:44]=[CH:43][C:42]=1[CH2:47][NH2:48].C(N(CC)CC)C. The product is [C:1]([O:5][C:6]([N:8]([C:33]([O:35][C:36]([CH3:38])([CH3:37])[CH3:39])=[O:34])[C:9]1[N:14]=[C:13]([CH2:15][C@@H:16]2[C@H:20]([O:21][CH2:22][CH2:23][NH:48][CH2:47][C:42]3[CH:43]=[CH:44][CH:45]=[CH:46][C:41]=3[F:40])[CH2:19][N:18]([C:25]([O:27][C:28]([CH3:30])([CH3:31])[CH3:29])=[O:26])[CH2:17]2)[CH:12]=[C:11]([CH3:32])[CH:10]=1)=[O:7])([CH3:2])([CH3:4])[CH3:3]. The catalyst is C(Cl)Cl.